Dataset: Catalyst prediction with 721,799 reactions and 888 catalyst types from USPTO. Task: Predict which catalyst facilitates the given reaction. Reactant: [C:1]([C:3]1[CH:8]=[CH:7][CH:6]=[CH:5][CH:4]=1)#[CH:2].Br[C:10]1[C:11]([OH:21])=[C:12]([CH:17]=[C:18]([Cl:20])[CH:19]=1)[C:13]([O:15][CH3:16])=[O:14]. Product: [Cl:20][C:18]1[CH:17]=[C:12]([C:13]([O:15][CH3:16])=[O:14])[C:11]2[O:21][C:1]([C:3]3[CH:8]=[CH:7][CH:6]=[CH:5][CH:4]=3)=[CH:2][C:10]=2[CH:19]=1. The catalyst class is: 580.